From a dataset of Forward reaction prediction with 1.9M reactions from USPTO patents (1976-2016). Predict the product of the given reaction. Given the reactants Br[CH2:2][C:3]1[CH:8]=[CH:7][C:6]([N+:9]([O-])=O)=[CH:5][CH:4]=1.C(=O)([O-])[O-].[Cs+].[Cs+].[CH3:18][O:19][C:20](=[O:32])[CH:21]([NH:24][C:25]([O:27][C:28]([CH3:31])([CH3:30])[CH3:29])=[O:26])[CH2:22][SH:23].C(OCC)(=O)C, predict the reaction product. The product is: [CH3:18][O:19][C:20](=[O:32])[C@@H:21]([NH:24][C:25]([O:27][C:28]([CH3:30])([CH3:29])[CH3:31])=[O:26])[CH2:22][S:23][CH2:2][C:3]1[CH:8]=[CH:7][C:6]([NH2:9])=[CH:5][CH:4]=1.